Dataset: Full USPTO retrosynthesis dataset with 1.9M reactions from patents (1976-2016). Task: Predict the reactants needed to synthesize the given product. (1) Given the product [CH3:1][N+:2]1([CH3:26])[C@@H:3]2[C@@H:9]3[O:10][C@@H:8]3[C@H:7]1[CH2:6][C@@H:5]([O:11][C:12]([C:14]([OH:25])([C:15]1[S:19][CH:18]=[CH:17][CH:16]=1)[C:20]1[S:24][CH:23]=[CH:22][CH:21]=1)=[O:13])[CH2:4]2.[C:33]([O-:42])(=[O:41])[C:34]1[C:35](=[CH:37][CH:38]=[CH:39][CH:40]=1)[OH:36].[CH3:1][N+:2]1([CH3:26])[C@@H:3]2[C@@H:9]3[O:10][C@@H:8]3[C@H:7]1[CH2:6][C@@H:5]([O:11][C:12]([C:14]([OH:25])([C:15]1[S:19][CH:18]=[CH:17][CH:16]=1)[C:20]1[S:24][CH:23]=[CH:22][CH:21]=1)=[O:13])[CH2:4]2, predict the reactants needed to synthesize it. The reactants are: [CH3:1][N+:2]1([CH3:26])[C@@H:7]2[C@@H:8]3[O:10][C@@H:9]3[C@H:3]1[CH2:4][C@@H:5]([O:11][C:12]([C:14]([OH:25])([C:20]1[S:24][CH:23]=[CH:22][CH:21]=1)[C:15]1[S:19][CH:18]=[CH:17][CH:16]=1)=[O:13])[CH2:6]2.O.[Br-].C(=O)(O)[O-].[C:33]([OH:42])(=[O:41])[C:34]1[C:35](=[CH:37][CH:38]=[CH:39][CH:40]=1)[OH:36]. (2) Given the product [O:30]=[C:29]([NH:13][C:10]1[CH:11]=[CH:12][C:7]([C:4]2[CH:5]=[CH:6][N:1]=[CH:2][CH:3]=2)=[CH:8][CH:9]=1)[CH2:28][N:21]([C:22]1[CH:23]=[CH:24][CH:25]=[CH:26][CH:27]=1)[C:19](=[O:20])[O:18][C:14]([CH3:17])([CH3:16])[CH3:15], predict the reactants needed to synthesize it. The reactants are: [N:1]1[CH:6]=[CH:5][C:4]([C:7]2[CH:12]=[CH:11][C:10]([NH2:13])=[CH:9][CH:8]=2)=[CH:3][CH:2]=1.[C:14]([O:18][C:19]([N:21]([CH2:28][C:29](O)=[O:30])[C:22]1[CH:27]=[CH:26][CH:25]=[CH:24][CH:23]=1)=[O:20])([CH3:17])([CH3:16])[CH3:15].C(N(CC)C(C)C)(C)C.F[P-](F)(F)(F)(F)F.CN(C(=[N+](C)C)ON1C2=NC=CC=C2N=N1)C. (3) Given the product [ClH:61].[NH2:29][CH:26]1[CH2:27][C:28]2[C:19]([CH2:18][N:14]3[C:13]4[CH:37]=[C:38]([F:39])[C:10]([S:7]([NH:6][C:40]5[CH:45]=[CH:44][CH:43]=[C:42]([F:46])[N:41]=5)(=[O:8])=[O:9])=[CH:11][C:12]=4[O:16][C:15]3=[O:17])=[CH:20][CH:21]=[CH:22][C:23]=2[CH2:24][CH2:25]1, predict the reactants needed to synthesize it. The reactants are: COC1C=C(OC)C=CC=1C[N:6]([C:40]1[CH:45]=[CH:44][CH:43]=[C:42]([F:46])[N:41]=1)[S:7]([C:10]1[C:38]([F:39])=[CH:37][C:13]2[N:14]([CH2:18][C:19]3[CH:20]=[CH:21][CH:22]=[C:23]4[C:28]=3[CH2:27][CH:26]([NH:29]C(=O)OC(C)(C)C)[CH2:25][CH2:24]4)[C:15](=[O:17])[O:16][C:12]=2[CH:11]=1)(=[O:9])=[O:8].C(O)(C(F)(F)F)=O.C(Cl)[Cl:61]. (4) Given the product [C:27]([OH:34])(=[O:33])/[CH:28]=[CH:29]/[C:30]([OH:32])=[O:31].[C:27]([OH:34])(=[O:33])/[CH:28]=[CH:29]/[C:30]([OH:32])=[O:31].[Cl:1][C:2]1[CH:18]=[CH:17][C:16]([Cl:19])=[CH:15][C:3]=1[O:4][CH:5]([C:10]1[S:11][CH:12]=[CH:13][CH:14]=1)[CH2:6][CH2:7][CH2:8][N:24]1[CH2:25][CH2:26][N:21]([CH3:20])[CH2:22][CH2:23]1, predict the reactants needed to synthesize it. The reactants are: [Cl:1][C:2]1[CH:18]=[CH:17][C:16]([Cl:19])=[CH:15][C:3]=1[O:4][CH:5]([C:10]1[S:11][CH:12]=[CH:13][CH:14]=1)[CH2:6][CH2:7][CH2:8]I.[CH3:20][N:21]1[CH2:26][CH2:25][NH:24][CH2:23][CH2:22]1.[C:27]([OH:34])(=[O:33])/[CH:28]=[CH:29]/[C:30]([OH:32])=[O:31].